Dataset: Reaction yield outcomes from USPTO patents with 853,638 reactions. Task: Predict the reaction yield, written as a fraction of the theoretical maximum amount of product (1.0 means a 100% yield; for example, 0.34 means a 34% yield). (1) The reactants are [S:1]1[CH:5]=[C:4]([C:6]2[O:7][C:8]3[C:9](=[C:11]([C:15]([OH:17])=O)[CH:12]=[CH:13][CH:14]=3)[N:10]=2)[N:3]=[CH:2]1.[ClH:18].C(N=C=NCCCN(C)C)C.ON1C2C=CC=CC=2N=N1.Cl.Cl.[NH2:42][CH:43]1[CH2:50][CH:49]2[N:51]([CH3:52])[CH:45]([CH2:46][CH2:47][CH2:48]2)[CH2:44]1.C(N(CC)CC)C. The catalyst is CN(C=O)C.C(OCC)(=O)C. The product is [ClH:18].[CH3:52][N:51]1[CH:45]2[CH2:46][CH2:47][CH2:48][CH:49]1[CH2:50][CH:43]([NH:42][C:15]([C:11]1[CH:12]=[CH:13][CH:14]=[C:8]3[O:7][C:6]([C:4]4[N:3]=[CH:2][S:1][CH:5]=4)=[N:10][C:9]=13)=[O:17])[CH2:44]2. The yield is 0.560. (2) The reactants are [OH:1][C:2]1[C:3]([Br:8])=[N:4][CH:5]=[CH:6][CH:7]=1.[C:9](OC(=O)C)(=[O:11])[CH3:10].C([O-])([O-])=O.[Na+].[Na+]. No catalyst specified. The product is [Br:8][C:3]1[C:2]([O:1][C:9](=[O:11])[CH3:10])=[CH:7][CH:6]=[CH:5][N:4]=1. The yield is 0.990. (3) The reactants are [Cl:1][C:2]1[C:7]([N+:8]([O-])=O)=[CH:6][CH:5]=[CH:4][N:3]=1.[CH:11]([Mg]Br)=[CH2:12]. The catalyst is C1COCC1. The product is [Cl:1][C:2]1[N:3]=[CH:4][CH:5]=[C:6]2[CH:12]=[CH:11][NH:8][C:7]=12. The yield is 0.260. (4) No catalyst specified. The yield is 0.600. The product is [CH:1]1([NH:6][C:7]2[CH:8]=[C:9]([F:25])[CH:10]=[C:11]3[C:15]=2[NH:14][C:13]([C:16]2[S:17][CH2:18][C@@H:19]([CH2:21][C:22]([NH:26][CH2:27][CH2:28][N:29]4[CH2:34][CH2:33][O:32][CH2:31][CH2:30]4)=[O:23])[N:20]=2)=[CH:12]3)[CH2:2][CH2:3][CH2:4][CH2:5]1. The reactants are [CH:1]1([NH:6][C:7]2[CH:8]=[C:9]([F:25])[CH:10]=[C:11]3[C:15]=2[NH:14][C:13]([C:16]2[S:17][CH2:18][C@@H:19]([CH2:21][C:22](O)=[O:23])[N:20]=2)=[CH:12]3)[CH2:5][CH2:4][CH2:3][CH2:2]1.[NH2:26][CH2:27][CH2:28][N:29]1[CH2:34][CH2:33][O:32][CH2:31][CH2:30]1. (5) The reactants are [CH2:1]([O:8][C:9]([NH:11][C@@H:12]([CH2:16][C:17]1[CH:22]=[CH:21][C:20]([C:23]2[N:28]=[CH:27][C:26]([C:29]3[CH:34]=[CH:33][C:32]([O:35][CH2:36][CH2:37][CH2:38][CH2:39][CH2:40][CH2:41][CH3:42])=[CH:31][CH:30]=3)=[CH:25][N:24]=2)=[CH:19][CH:18]=1)[C:13](O)=[O:14])=[O:10])[C:2]1[CH:7]=[CH:6][CH:5]=[CH:4][CH:3]=1.Cl.[NH:44]1[CH2:48][CH2:47][C@H:46]([C:49]([O:51][CH3:52])=[O:50])[CH2:45]1.CCN(C(C)C)C(C)C.CN(C(ON1N=NC2C=CC=NC1=2)=[N+](C)C)C.F[P-](F)(F)(F)(F)F. The catalyst is CN(C=O)C. The product is [CH2:1]([O:8][C:9]([NH:11][C@@H:12]([CH2:16][C:17]1[CH:22]=[CH:21][C:20]([C:23]2[N:24]=[CH:25][C:26]([C:29]3[CH:30]=[CH:31][C:32]([O:35][CH2:36][CH2:37][CH2:38][CH2:39][CH2:40][CH2:41][CH3:42])=[CH:33][CH:34]=3)=[CH:27][N:28]=2)=[CH:19][CH:18]=1)[C:13]([N:44]1[CH2:48][CH2:47][C@H:46]([C:49]([O:51][CH3:52])=[O:50])[CH2:45]1)=[O:14])=[O:10])[C:2]1[CH:3]=[CH:4][CH:5]=[CH:6][CH:7]=1. The yield is 0.520. (6) The reactants are [F:1][C:2]([F:28])([F:27])[S:3]([C:6]1([OH:26])[C:19]2[O:20][C@@H:16]3[C@@:17]45[CH2:21][CH2:22][N:23]([CH3:24])[C@@H:11]([C@@H:12]4[CH:13]=[CH:14][C@@H:15]3[OH:25])[CH2:10][C:9]([C:18]5=2)=[CH:8][CH2:7]1)(=[O:5])=[O:4].[C:29]([O-:32])(O)=[O:30].[Na+].ClC(OC)=O. The catalyst is C(Cl)(Cl)Cl. The product is [C:29](=[O:30])([OH:32])[NH2:23].[F:28][C:2]([F:1])([F:27])[S:3]([C:6]1([OH:26])[C:19]2[O:20][C@@H:16]3[C@@:17]45[CH2:21][CH2:22][N:23]([CH3:24])[C@@H:11]([C@@H:12]4[CH:13]=[CH:14][C@@H:15]3[OH:25])[CH2:10][C:9]([C:18]5=2)=[CH:8][CH2:7]1)(=[O:5])=[O:4]. The yield is 0.950. (7) The reactants are Cl.Cl.[F:3][C:4]([F:25])([F:24])[C:5]1[CH:10]=[CH:9][C:8]([N:11]2[CH:15]=[CH:14][C:13]([CH2:16][N:17]3[CH2:22][CH2:21][CH:20]([NH2:23])[CH2:19][CH2:18]3)=[CH:12]2)=[CH:7][CH:6]=1.[Cl:26][C:27]1[CH:39]=[CH:38][C:30]([O:31][C:32]([CH3:37])([CH3:36])[C:33]([OH:35])=[O:34])=[CH:29][CH:28]=1.C(N(CC)C(C)C)(C)C.CN(C(ON1N=NC2C=CC=NC1=2)=[N+](C)C)C.F[P-](F)(F)(F)(F)F. The catalyst is CN(C=O)C. The product is [C:33]([OH:35])(=[O:34])[CH3:32].[Cl:26][C:27]1[CH:39]=[CH:38][C:30]([O:31][C:32]([CH3:36])([CH3:37])[C:33]([NH:23][CH:20]2[CH2:21][CH2:22][N:17]([CH2:16][C:13]3[CH:14]=[CH:15][N:11]([C:8]4[CH:9]=[CH:10][C:5]([C:4]([F:3])([F:24])[F:25])=[CH:6][CH:7]=4)[CH:12]=3)[CH2:18][CH2:19]2)=[O:34])=[CH:29][CH:28]=1. The yield is 0.560.